This data is from Forward reaction prediction with 1.9M reactions from USPTO patents (1976-2016). The task is: Predict the product of the given reaction. (1) Given the reactants [F:1][C:2]([F:18])([F:17])[C:3]([NH:5][C:6]1[C:15]2[C:10](=[CH:11][CH:12]=[C:13]([OH:16])[CH:14]=2)[CH:9]=[CH:8][CH:7]=1)=[O:4].[F:19][N+]1C(C(F)(F)F)=CC=CC=1S([O-])(=O)=O.O, predict the reaction product. The product is: [F:1][C:2]([F:17])([F:18])[C:3]([NH:5][C:6]1[C:15]2[C:10](=[CH:11][CH:12]=[C:13]([OH:16])[C:14]=2[F:19])[CH:9]=[CH:8][CH:7]=1)=[O:4]. (2) Given the reactants [CH3:1][C@@H:2]([NH:23]C(=O)OC(C)(C)C)[C:3]([NH:5][C:6]1[CH:7]=[N:8][C:9]([O:12][C:13]2[CH:18]=[CH:17][CH:16]=[C:15]([O:19][CH:20]([CH3:22])[CH3:21])[CH:14]=2)=[CH:10][CH:11]=1)=[O:4].C(O)(C(F)(F)F)=O, predict the reaction product. The product is: [CH3:22][CH:20]([O:19][C:15]1[CH:14]=[C:13]([O:12][C:9]2[N:8]=[CH:7][C:6]([NH:5][C:3](=[O:4])[C@@H:2]([CH3:1])[NH2:23])=[CH:11][CH:10]=2)[CH:18]=[CH:17][CH:16]=1)[CH3:21]. (3) Given the reactants [Si]([O:8][CH2:9][C@H:10]([CH2:19][O:20][CH2:21][CH2:22][O:23][CH:24]1[CH2:29][CH2:28][CH2:27][CH2:26][O:25]1)[O:11][Si:12]([C:15]([CH3:18])([CH3:17])[CH3:16])([CH3:14])[CH3:13])(C(C)(C)C)(C)C.N1C=CC=CC=1, predict the reaction product. The product is: [Si:12]([O:11][C@@H:10]([CH2:19][O:20][CH2:21][CH2:22][O:23][CH:24]1[CH2:29][CH2:28][CH2:27][CH2:26][O:25]1)[CH2:9][OH:8])([C:15]([CH3:18])([CH3:17])[CH3:16])([CH3:14])[CH3:13].